From a dataset of Forward reaction prediction with 1.9M reactions from USPTO patents (1976-2016). Predict the product of the given reaction. Given the reactants [CH3:1][C:2]1([CH3:14])[O:6][C@@H:5]([CH2:7][CH2:8]OS(C)(=O)=O)[CH2:4][O:3]1.[N-:15]=[N+:16]=[N-:17].[Na+], predict the reaction product. The product is: [N:15]([CH2:8][CH2:7][C@H:5]1[CH2:4][O:3][C:2]([CH3:14])([CH3:1])[O:6]1)=[N+:16]=[N-:17].